The task is: Predict the reactants needed to synthesize the given product.. This data is from Full USPTO retrosynthesis dataset with 1.9M reactions from patents (1976-2016). (1) Given the product [CH2:28]([O:36][C:22]([C:8]1[C:7]([C:25]([O:24][CH2:18][CH2:19][CH2:2][CH2:3][CH2:4][CH2:5][CH2:10][CH3:9])=[O:26])=[CH:6][C:5]2[C:4](=[O:27])[C:3]3[C:12](=[C:13]([OH:20])[C:14]4[C:19]([C:2]=3[OH:1])=[CH:18][CH:17]=[CH:16][CH:15]=4)[C:11](=[O:21])[C:10]=2[CH:9]=1)=[O:23])[CH2:29][CH2:30][CH2:31][CH2:32][CH2:33][CH2:34][CH3:35], predict the reactants needed to synthesize it. The reactants are: [OH:1][C:2]1[C:19]2[C:14](=[CH:15][CH:16]=[CH:17][CH:18]=2)[C:13]([OH:20])=[C:12]2[C:3]=1[C:4](=[O:27])[C:5]1[CH:6]=[C:7]3[C:25](=[O:26])[O:24][C:22](=[O:23])[C:8]3=[CH:9][C:10]=1[C:11]2=[O:21].[CH2:28]([OH:36])[CH2:29][CH2:30][CH2:31][CH2:32][CH2:33][CH2:34][CH3:35].S(=O)(=O)(O)O.O. (2) Given the product [CH3:1][O:2][C:3]([NH:5][C@@H:6]([CH:52]([CH3:54])[CH3:53])[C:7]([N:9]1[CH2:13][CH2:12][CH2:11][C@H:10]1[C:14]1[NH:15][C:16]([C:19]2[CH:20]=[CH:21][C:22]([C:25]3[CH:26]=[C:27]4[C:49](=[CH:50][CH:51]=3)[C:31]3[NH:32][C:33]([C@@H:35]5[C@@H:40]6[CH2:41][C@@H:37]([CH2:38][CH2:39]6)[N:36]5[C:62](=[O:64])[C@@H:61]([NH:60][C:58](=[O:59])[O:57][CH3:56])[CH:65]5[CH2:70][CH2:69][O:68][CH2:67][CH2:66]5)=[N:34][C:30]=3[CH:29]=[CH:28]4)=[CH:23][CH:24]=2)=[CH:17][N:18]=1)=[O:8])=[O:4], predict the reactants needed to synthesize it. The reactants are: [CH3:1][O:2][C:3]([NH:5][C@@H:6]([CH:52]([CH3:54])[CH3:53])[C:7]([N:9]1[CH2:13][CH2:12][CH2:11][C@H:10]1[C:14]1[NH:15][C:16]([C:19]2[CH:24]=[CH:23][C:22]([C:25]3[CH:26]=[C:27]4[C:49](=[CH:50][CH:51]=3)[C:31]3[NH:32][C:33]([C@@H:35]5[C@@H:40]6[CH2:41][C@@H:37]([CH2:38][CH2:39]6)[N:36]5C(OC(C)(C)C)=O)=[N:34][C:30]=3[CH:29]=[CH:28]4)=[CH:21][CH:20]=2)=[CH:17][N:18]=1)=[O:8])=[O:4].Cl.[CH3:56][O:57][C:58]([NH:60][C@@H:61]([CH:65]1[CH2:70][CH2:69][O:68][CH2:67][CH2:66]1)[C:62]([OH:64])=O)=[O:59].CN(C(ON1N=NC2C=CC=NC1=2)=[N+](C)C)C.F[P-](F)(F)(F)(F)F.CCN(C(C)C)C(C)C. (3) Given the product [CH3:26][C:25]1[N:24]=[CH:23][N:22]2[CH:2]=[C:3]([CH2:4][C@@H:5]3[CH2:10][CH2:9][CH2:8][CH2:7][NH:6]3)[N:27]=[C:21]2[C:20]=1[CH3:19], predict the reactants needed to synthesize it. The reactants are: Br[CH2:2][C:3](=O)[CH2:4][C@@H:5]1[CH2:10][CH2:9][CH2:8][CH2:7][N:6]1C(OC(C)(C)C)=O.[CH3:19][C:20]1[C:21]([NH2:27])=[N:22][CH:23]=[N:24][C:25]=1[CH3:26]. (4) Given the product [CH3:27][C:17]1[C@@H:16]([O:28][Si:29]([CH2:30][CH3:31])([CH2:34][CH3:35])[CH2:32][CH3:33])[C@H:15]([CH:13]=[O:12])[CH2:19][C:18]=1[C:20]1[CH:25]=[CH:24][CH:23]=[CH:22][N:21]=1, predict the reactants needed to synthesize it. The reactants are: CC(C[AlH]CC(C)C)C.C([O:12][C:13]([C@@H:15]1[CH2:19][C:18]([C:20]2[CH:25]=[CH:24][C:23](C)=[CH:22][N:21]=2)=[C:17]([CH3:27])[C@H:16]1[O:28][Si:29]([CH2:34][CH3:35])([CH2:32][CH3:33])[CH2:30][CH3:31])=O)C. (5) The reactants are: Cl[C:2]1[N:7]=[C:6]([S:8][CH2:9][C:10]2[CH:15]=[CH:14][C:13]([O:16][CH3:17])=[CH:12][CH:11]=2)[N:5]=[C:4]([NH:18][C:19]2[NH:20][N:21]=[C:22]([CH3:24])[CH:23]=2)[CH:3]=1.[CH3:25][N:26]1[CH2:31][CH2:30][NH:29][CH2:28][CH2:27]1. Given the product [CH3:17][O:16][C:13]1[CH:14]=[CH:15][C:10]([CH2:9][S:8][C:6]2[N:5]=[C:4]([NH:18][C:19]3[NH:20][N:21]=[C:22]([CH3:24])[CH:23]=3)[CH:3]=[C:2]([N:29]3[CH2:30][CH2:31][N:26]([CH3:25])[CH2:27][CH2:28]3)[N:7]=2)=[CH:11][CH:12]=1, predict the reactants needed to synthesize it.